From a dataset of Forward reaction prediction with 1.9M reactions from USPTO patents (1976-2016). Predict the product of the given reaction. (1) Given the reactants [C:1]([OH:12])(=O)[CH2:2][CH2:3][CH2:4][CH2:5][CH2:6][CH2:7][CH2:8][CH2:9][CH3:10].[C:13](O)(=O)C, predict the reaction product. The product is: [CH3:13][C:1](=[O:12])[CH2:2][CH2:3][CH2:4][CH2:5][CH2:6][CH2:7][CH2:8][CH2:9][CH3:10]. (2) Given the reactants [N:1]([C:9](OC(C)C)=O)=NC(OC(C)C)=O.[C:15]([O:19][C:20](=[O:50])[NH:21][CH2:22][C@H:23]1[CH2:28][CH2:27][C@H:26]([CH2:29][NH:30][C:31]([C:33]2[C:42]3[C:37](=[CH:38][CH:39]=[CH:40][CH:41]=3)[N:36]=[C:35]([C:43]3[CH:48]=[CH:47][C:46]([OH:49])=[CH:45][CH:44]=3)[CH:34]=2)=[O:32])[CH2:25][CH2:24]1)([CH3:18])([CH3:17])[CH3:16].C1(P([C:64]2[CH:69]=CC=CC=2)C2C=CC=CC=2)C=CC=CC=1.[C:70]([O-])(O)=O.[Na+], predict the reaction product. The product is: [CH3:70][N:1]([CH3:9])[CH2:69][CH2:64][O:49][C:46]1[CH:45]=[CH:44][C:43]([C:35]2[CH:34]=[C:33]([C:31]([NH:30][CH2:29][C@H:26]3[CH2:27][CH2:28][C@H:23]([CH2:22][NH:21][C:20](=[O:50])[O:19][C:15]([CH3:18])([CH3:16])[CH3:17])[CH2:24][CH2:25]3)=[O:32])[C:42]3[C:37](=[CH:38][CH:39]=[CH:40][CH:41]=3)[N:36]=2)=[CH:48][CH:47]=1. (3) Given the reactants [CH3:1][N:2]([CH3:13])[C:3]([C:5]1[CH:10]=[C:9]([Cl:11])[N:8]=[N:7][C:6]=1Cl)=[O:4].[NH3:14], predict the reaction product. The product is: [CH3:1][N:2]([CH3:13])[C:3]([C:5]1[CH:10]=[C:9]([Cl:11])[N:8]=[N:7][C:6]=1[NH2:14])=[O:4]. (4) Given the reactants [Cl:1][C:2]1[C:3]([NH:19][C:20](=[O:28])[CH2:21][CH:22]2[CH2:27][CH2:26][CH2:25][CH2:24][CH2:23]2)=[C:4]2[C:9](=[CH:10][CH:11]=1)[N:8]=[C:7]([N:12]1[CH2:17][CH2:16][CH2:15][C@@H:14]([OH:18])[CH2:13]1)[CH:6]=[CH:5]2.C(N(CC)CC)C.[CH3:36][S:37](Cl)(=[O:39])=[O:38], predict the reaction product. The product is: [Cl:1][C:2]1[C:3]([NH:19][C:20](=[O:28])[CH2:21][CH:22]2[CH2:23][CH2:24][CH2:25][CH2:26][CH2:27]2)=[C:4]2[C:9](=[CH:10][CH:11]=1)[N:8]=[C:7]([N:12]1[CH2:17][CH2:16][CH2:15][C@@H:14]([O:18][S:37]([CH3:36])(=[O:39])=[O:38])[CH2:13]1)[CH:6]=[CH:5]2. (5) Given the reactants [Cl:1][C:2]1[CH:3]=[CH:4][C:5]2[N:11]3[CH:12]=[CH:13][CH:14]=[C:10]3[C@@H:9]([CH2:15][CH2:16][CH2:17][N:18]3[N:22]=[N:21][C:20]([CH2:23][C:24]([O:26]CC)=[O:25])=[N:19]3)[O:8][C@H:7]([C:29]3[CH:34]=[CH:33][CH:32]=[C:31]([O:35][CH3:36])[C:30]=3[O:37][CH3:38])[C:6]=2[CH:39]=1.C(=O)([O-])[O-].[K+].[K+].ClC1C=CC2N3C=CC=C3[C@@H](CCC3N=NN(CC(O)=O)N=3)O[C@H](C3C=CC=C(OC)C=3OC)C=2C=1, predict the reaction product. The product is: [Cl:1][C:2]1[CH:3]=[CH:4][C:5]2[N:11]3[CH:12]=[CH:13][CH:14]=[C:10]3[C@@H:9]([CH2:15][CH2:16][CH2:17][N:18]3[N:22]=[N:21][C:20]([CH2:23][C:24]([OH:26])=[O:25])=[N:19]3)[O:8][C@H:7]([C:29]3[CH:34]=[CH:33][CH:32]=[C:31]([O:35][CH3:36])[C:30]=3[O:37][CH3:38])[C:6]=2[CH:39]=1. (6) Given the reactants [CH3:1][C:2]1[CH:7]=[C:6]([C:8]2[N:9]=[C:10]([NH2:20])[S:11][C:12]=2[C:13]2[CH:18]=[CH:17][CH:16]=[C:15]([CH3:19])[CH:14]=2)[CH:5]=[C:4]([CH3:21])[N:3]=1.[C:22]1([N:28]=[C:29]=[O:30])[CH:27]=[CH:26][CH:25]=[CH:24][CH:23]=1.C(=O)([O-])O.[Na+], predict the reaction product. The product is: [CH3:1][C:2]1[CH:7]=[C:6]([C:8]2[N:9]=[C:10]([NH:20][C:29]([NH:28][C:22]3[CH:27]=[CH:26][CH:25]=[CH:24][CH:23]=3)=[O:30])[S:11][C:12]=2[C:13]2[CH:18]=[CH:17][CH:16]=[C:15]([CH3:19])[CH:14]=2)[CH:5]=[C:4]([CH3:21])[N:3]=1.